This data is from Full USPTO retrosynthesis dataset with 1.9M reactions from patents (1976-2016). The task is: Predict the reactants needed to synthesize the given product. (1) Given the product [C:1]1([CH:7]2[CH2:16][CH2:15][C:14]3[C:9](=[CH:10][CH:11]=[CH:12][CH:13]=3)[NH:8]2)[CH:2]=[CH:3][CH:4]=[CH:5][CH:6]=1, predict the reactants needed to synthesize it. The reactants are: [C:1]1([C:7]2[CH:16]=[CH:15][C:14]3[C:9](=[CH:10][CH:11]=[CH:12][CH:13]=3)[N:8]=2)[CH:6]=[CH:5][CH:4]=[CH:3][CH:2]=1.C(O)C.[Na]. (2) Given the product [Cl:26][C:27]1[C:31]([Cl:32])=[C:30]([CH3:33])[NH:29][C:28]=1[C:34]([NH:36][CH:37]1[CH2:42][CH2:41][N:40]([C:2]2[C:11]3[C:6](=[CH:7][CH:8]=[CH:9][CH:10]=3)[C:5]([O:12][CH3:13])=[C:4]([C:14]([OH:16])=[O:15])[N:3]=2)[CH2:39][CH2:38]1)=[O:35], predict the reactants needed to synthesize it. The reactants are: Cl[C:2]1[C:11]2[C:6](=[CH:7][CH:8]=[CH:9][CH:10]=2)[C:5]([O:12][CH3:13])=[C:4]([C:14]([O:16]CC)=[O:15])[N:3]=1.FC(F)(F)C([O-])=O.[Cl:26][C:27]1[C:31]([Cl:32])=[C:30]([CH3:33])[NH:29][C:28]=1[C:34]([NH:36][CH:37]1[CH2:42][CH2:41][NH2+:40][CH2:39][CH2:38]1)=[O:35].C([O-])([O-])=O.[K+].[K+]. (3) Given the product [CH3:1][O:2][C:3](=[O:12])[CH2:4][C:5]1[CH:10]=[CH:9][C:8]([O:11][CH2:19][C:20]2[CH:25]=[CH:24][CH:23]=[CH:22][CH:21]=2)=[CH:7][CH:6]=1, predict the reactants needed to synthesize it. The reactants are: [CH3:1][O:2][C:3](=[O:12])[CH2:4][C:5]1[CH:10]=[CH:9][C:8]([OH:11])=[CH:7][CH:6]=1.C(=O)([O-])[O-].[K+].[K+].[CH2:19](Cl)[C:20]1[CH:25]=[CH:24][CH:23]=[CH:22][CH:21]=1.O. (4) Given the product [CH2:1]([O:3][C:4](=[O:5])[C:6]1[CH:11]=[CH:10][C:9]([N:12]2[CH2:13][CH2:14][CH:15]([C:18]#[N:20])[CH2:16][CH2:17]2)=[C:8]([F:21])[CH:7]=1)[CH3:2], predict the reactants needed to synthesize it. The reactants are: [CH2:1]([O:3][C:4]([C:6]1[CH:11]=[CH:10][C:9]([N:12]2[CH2:17][CH2:16][CH:15]([C:18]([NH2:20])=O)[CH2:14][CH2:13]2)=[C:8]([F:21])[CH:7]=1)=[O:5])[CH3:2]. (5) Given the product [NH2:1][C:2]([N:4]1[CH2:5][CH2:6][CH:7]([NH:10][C:11]2[C:16]([C:17]([NH:26][CH:27]([C:35]3[CH:40]=[CH:39][CH:38]=[C:37]([CH3:41])[CH:36]=3)[CH2:28][CH2:29][C:30]([N:32]([CH3:34])[CH3:33])=[O:31])=[O:18])=[CH:15][N:14]=[C:13]3[N:20]([CH2:23][CH3:24])[N:21]=[CH:22][C:12]=23)[CH2:8][CH2:9]1)=[O:3], predict the reactants needed to synthesize it. The reactants are: [NH2:1][C:2]([N:4]1[CH2:9][CH2:8][CH:7]([NH:10][C:11]2[C:16]([C:17](O)=[O:18])=[CH:15][N:14]=[C:13]3[N:20]([CH2:23][CH3:24])[N:21]=[CH:22][C:12]=23)[CH2:6][CH2:5]1)=[O:3].Cl.[NH2:26][CH:27]([C:35]1[CH:40]=[CH:39][CH:38]=[C:37]([CH3:41])[CH:36]=1)[CH2:28][CH2:29][C:30]([N:32]([CH3:34])[CH3:33])=[O:31]. (6) The reactants are: [Br:1][C:2]1[C:7]([CH3:8])=[CH:6][CH:5]=[CH:4][C:3]=1[CH2:9][OH:10].C1(P(C2C=CC=CC=2)C2C=CC=CC=2)C=CC=CC=1.[Cl:30][C:31]1[CH:36]=[CH:35][C:34]([C:37]([F:40])([F:39])[F:38])=[CH:33][C:32]=1O.N(C(OCC)=O)=NC(OCC)=O. Given the product [Br:1][C:2]1[C:7]([CH3:8])=[CH:6][CH:5]=[CH:4][C:3]=1[CH2:9][O:10][C:32]1[CH:33]=[C:34]([C:37]([F:39])([F:40])[F:38])[CH:35]=[CH:36][C:31]=1[Cl:30], predict the reactants needed to synthesize it.